This data is from Catalyst prediction with 721,799 reactions and 888 catalyst types from USPTO. The task is: Predict which catalyst facilitates the given reaction. (1) Reactant: O.CC1C=CC(S(O)(=O)=O)=CC=1.[CH2:13]([C@@:20]12[CH2:33][CH2:32][C@:31]([OH:38])([C:34]([F:37])([F:36])[F:35])[CH2:30][C@H:29]1[CH2:28][CH:27](O)[C:26]1[CH:25]=[C:24]([C:40]([O:42][CH3:43])=[O:41])[CH:23]=[CH:22][C:21]2=1)[C:14]1[CH:19]=[CH:18][CH:17]=[CH:16][CH:15]=1. Product: [CH2:13]([C@@:20]12[CH2:33][CH2:32][C@:31]([OH:38])([C:34]([F:35])([F:36])[F:37])[CH2:30][C@H:29]1[CH:28]=[CH:27][C:26]1[CH:25]=[C:24]([C:40]([O:42][CH3:43])=[O:41])[CH:23]=[CH:22][C:21]2=1)[C:14]1[CH:19]=[CH:18][CH:17]=[CH:16][CH:15]=1. The catalyst class is: 11. (2) Reactant: Cl.[F:2][C:3]1[CH:4]=[C:5]([CH:18]=[CH:19][C:20]=1[S:21]([CH3:24])(=[O:23])=[O:22])[CH2:6][O:7][CH2:8][C@@H:9]1[CH2:11][C@@H:10]1[CH:12]1[CH2:17][CH2:16][NH:15][CH2:14][CH2:13]1.C([O-])([O-])=O.[Cs+].[Cs+].Cl[C:32]1[N:37]=[CH:36][C:35]([O:38][CH2:39][CH3:40])=[CH:34][N:33]=1. Product: [CH2:39]([O:38][C:35]1[CH:34]=[N:33][C:32]([N:15]2[CH2:14][CH2:13][CH:12]([C@H:10]3[CH2:11][C@H:9]3[CH2:8][O:7][CH2:6][C:5]3[CH:18]=[CH:19][C:20]([S:21]([CH3:24])(=[O:22])=[O:23])=[C:3]([F:2])[CH:4]=3)[CH2:17][CH2:16]2)=[N:37][CH:36]=1)[CH3:40]. The catalyst class is: 197. (3) Reactant: [C:1]([C:4]1[N:5]=[C:6]([CH:9]([CH2:15][C:16]2[CH:21]=[CH:20][C:19]([O:22][CH2:23][CH2:24][C:25]3[CH:30]=[CH:29][CH:28]=[C:27]([NH:31][CH3:32])[N:26]=3)=[CH:18][CH:17]=2)[CH2:10][C:11]([O:13][CH3:14])=[O:12])[O:7][CH:8]=1)([OH:3])=O.Cl.[CH3:34][NH:35][CH3:36].C1C=CC2N(O)N=NC=2C=1.CCN(CC)CC.C(Cl)CCl. Product: [CH3:34][N:35]([CH3:36])[C:1]([C:4]1[N:5]=[C:6]([CH:9]([CH2:15][C:16]2[CH:17]=[CH:18][C:19]([O:22][CH2:23][CH2:24][C:25]3[CH:30]=[CH:29][CH:28]=[C:27]([NH:31][CH3:32])[N:26]=3)=[CH:20][CH:21]=2)[CH2:10][C:11]([O:13][CH3:14])=[O:12])[O:7][CH:8]=1)=[O:3]. The catalyst class is: 3. (4) Product: [C:33]([C:28]1[CH:29]=[CH:30][CH:31]=[CH:32][C:27]=1[C:24]1[CH:23]=[CH:22][C:21]([CH2:20][N:15]2[C:14]3[C:9]([C:7]([O:6][CH3:4])=[O:8])=[CH:10][CH:11]=[CH:12][C:13]=3[N:17]=[C:16]2[O:18][CH3:19])=[CH:26][CH:25]=1)#[N:34]. Reactant: C[O-].[Na+].[CH2:4]([O:6][C:7]([C:9]1[C:14]2[N:15]([CH2:20][C:21]3[CH:26]=[CH:25][C:24]([C:27]4[CH:32]=[CH:31][CH:30]=[CH:29][C:28]=4[C:33]#[N:34])=[CH:23][CH:22]=3)[C:16]([O:18][CH3:19])=[N:17][C:13]=2[CH:12]=[CH:11][CH:10]=1)=[O:8])C. The catalyst class is: 5. (5) Reactant: [CH2:1](O)[CH2:2][CH2:3][CH2:4][CH2:5][CH2:6][CH2:7][CH2:8][CH2:9][CH:10]=[CH2:11].C1(P(C2C=CC=CC=2)C2C=CC=CC=2)C=CC=CC=1.[C:32]1(=[O:42])[NH:36][C:35](=[O:37])[C:34]2=[CH:38][CH:39]=[CH:40][CH:41]=[C:33]12.N(C(OCC)=O)=NC(OCC)=O. Product: [C:32]1(=[O:42])[N:36]([CH2:1][CH2:2][CH2:3][CH2:4][CH2:5][CH2:6][CH2:7][CH2:8][CH2:9][CH:10]=[CH2:11])[C:35](=[O:37])[C:34]2=[CH:38][CH:39]=[CH:40][CH:41]=[C:33]12. The catalyst class is: 7. (6) Reactant: Cl.Cl.[C:3]([C:7]1[CH:12]=[CH:11][CH:10]=[CH:9][C:8]=1[N:13]1[CH2:18][CH2:17][NH:16][CH2:15][CH2:14]1)([CH3:6])([CH3:5])[CH3:4].[NH:19]1[CH:23]=[N:22][C:21]([C:24](O)=[O:25])=[N:20]1.C(N(CC)CC)C.CCN=C=NCCCN(C)C.C1C=CC2N(O)N=NC=2C=1. Product: [C:3]([C:7]1[CH:12]=[CH:11][CH:10]=[CH:9][C:8]=1[N:13]1[CH2:18][CH2:17][N:16]([C:24]([C:21]2[N:22]=[CH:23][NH:19][N:20]=2)=[O:25])[CH2:15][CH2:14]1)([CH3:6])([CH3:4])[CH3:5]. The catalyst class is: 9.